From a dataset of Catalyst prediction with 721,799 reactions and 888 catalyst types from USPTO. Predict which catalyst facilitates the given reaction. (1) Reactant: [Cl:1][C:2]1[C:7](=[O:8])[N:6]([CH3:9])[CH:5]=[C:4]([NH:10][CH:11]([C:30]2[CH:35]=[CH:34][C:33]([Cl:36])=[CH:32][CH:31]=2)[C:12]2[C:13]([C:27](O)=[O:28])=[N:14][N:15]([CH2:18][C:19]3[CH:24]=[CH:23][C:22]([O:25][CH3:26])=[CH:21][CH:20]=3)[C:16]=2[CH3:17])[CH:3]=1. Product: [Cl:1][C:2]1[C:7](=[O:8])[N:6]([CH3:9])[CH:5]=[C:4]([N:10]2[CH:11]([C:30]3[CH:31]=[CH:32][C:33]([Cl:36])=[CH:34][CH:35]=3)[C:12]3[C:13](=[N:14][N:15]([CH2:18][C:19]4[CH:20]=[CH:21][C:22]([O:25][CH3:26])=[CH:23][CH:24]=4)[C:16]=3[CH3:17])[C:27]2=[O:28])[CH:3]=1. The catalyst class is: 61. (2) Reactant: [NH:1]1[CH2:6][CH2:5][CH2:4][CH:3]([NH:7][C:8](=[O:14])[O:9][C:10]([CH3:13])([CH3:12])[CH3:11])[CH2:2]1.Cl[C:16]1[C:17]2[CH:24]=[CH:23][NH:22][C:18]=2[N:19]=[CH:20][N:21]=1.CCN(C(C)C)C(C)C. Product: [N:19]1[C:18]2[NH:22][CH:23]=[CH:24][C:17]=2[C:16]([N:1]2[CH2:6][CH2:5][CH2:4][CH:3]([NH:7][C:8](=[O:14])[O:9][C:10]([CH3:11])([CH3:13])[CH3:12])[CH2:2]2)=[N:21][CH:20]=1. The catalyst class is: 3. (3) Reactant: [CH2:1]([C:8]1[N:9]=[C:10](Cl)[C:11]2[C:19]3[C:14](=[CH:15][C:16]([C:20]([O:22][CH3:23])=[O:21])=[CH:17][CH:18]=3)[NH:13][C:12]=2[N:24]=1)[C:2]1[CH:7]=[CH:6][CH:5]=[CH:4][CH:3]=1.CC1(C)C(C)(C)OB(/[CH:34]=[CH:35]/[CH2:36][CH2:37][N:38]2[CH2:43][CH2:42][CH2:41][CH2:40][CH2:39]2)O1.C(=O)([O-])[O-].[K+].[K+]. Product: [CH2:1]([C:8]1[N:9]=[C:10](/[CH:34]=[CH:35]/[CH2:36][CH2:37][N:38]2[CH2:43][CH2:42][CH2:41][CH2:40][CH2:39]2)[C:11]2[C:19]3[C:14](=[CH:15][C:16]([C:20]([O:22][CH3:23])=[O:21])=[CH:17][CH:18]=3)[NH:13][C:12]=2[N:24]=1)[C:2]1[CH:7]=[CH:6][CH:5]=[CH:4][CH:3]=1. The catalyst class is: 73. (4) Reactant: [CH3:1][C:2]1[O:6][C:5]([C:7]2[CH:12]=[CH:11][N:10]=[C:9]([NH:13]C(=O)OC(C)(C)C)[CH:8]=2)=[N:4][N:3]=1. Product: [CH3:1][C:2]1[O:6][C:5]([C:7]2[CH:12]=[CH:11][N:10]=[C:9]([NH2:13])[CH:8]=2)=[N:4][N:3]=1. The catalyst class is: 55. (5) Reactant: CNC(NCCC[C@H](N)C(O)=O)=NC.C1(C)C=CC=CC=1.C(O[C:30]([N:32]1[CH2:36][CH2:35][CH2:34][C@@H:33]1[C:37]([C:39]1[C:47]2[C:42](=[CH:43][CH:44]=[C:45]([Br:48])[CH:46]=2)[NH:41][CH:40]=1)=O)=O)C1C=CC=CC=1.[OH-].[Na+]. Product: [Br:48][C:45]1[CH:46]=[C:47]2[C:42](=[CH:43][CH:44]=1)[NH:41][CH:40]=[C:39]2[CH2:37][C@H:33]1[CH2:34][CH2:35][CH2:36][N:32]1[CH3:30]. The catalyst class is: 237. (6) Reactant: [CH3:1][O:2][C:3]1[CH:10]=[CH:9][C:6]([CH2:7]O)=[CH:5][C:4]=1[N+:11]([O-:13])=[O:12].C1(P(C2C=CC=CC=2)C2C=CC=CC=2)C=CC=CC=1.[Cl:33]N1C(=O)CCC1=O.C(=O)([O-])[O-].[Na+].[Na+]. Product: [CH3:1][O:2][C:3]1[CH:10]=[CH:9][C:6]([CH2:7][Cl:33])=[CH:5][C:4]=1[N+:11]([O-:13])=[O:12]. The catalyst class is: 4. (7) Reactant: [NH2:1][CH2:2][CH2:3][C:4]1[CH:9]=[CH:8][CH:7]=[CH:6][C:5]=1[C:10]1[CH:15]=[CH:14][C:13]([C@H:16]2[C@H:21]([C:22]3[CH:27]=[CH:26][N:25]([CH3:28])[C:24](=[O:29])[CH:23]=3)[CH2:20][CH2:19][N:18]([C:30]([O:32][C:33]([CH3:36])([CH3:35])[CH3:34])=[O:31])[CH2:17]2)=[C:12]([Cl:37])[CH:11]=1.CCN(CC)CC.[C:45](Cl)(=[O:48])[CH2:46][CH3:47]. Product: [Cl:37][C:12]1[CH:11]=[C:10]([C:5]2[CH:6]=[CH:7][CH:8]=[CH:9][C:4]=2[CH2:3][CH2:2][NH:1][C:45](=[O:48])[CH2:46][CH3:47])[CH:15]=[CH:14][C:13]=1[C@H:16]1[C@H:21]([C:22]2[CH:27]=[CH:26][N:25]([CH3:28])[C:24](=[O:29])[CH:23]=2)[CH2:20][CH2:19][N:18]([C:30]([O:32][C:33]([CH3:34])([CH3:36])[CH3:35])=[O:31])[CH2:17]1. The catalyst class is: 1. (8) Reactant: [CH3:1][O:2][C:3]1[CH:4]=[C:5]([CH:15]=[CH:16][C:17]=1[N+:18]([O-:20])=[O:19])[CH2:6][CH:7]=[CH:8][CH2:9][PH:10](=[O:14])[O:11][CH2:12][CH3:13].[CH3:21][C:22]1([CH3:38])[C:26]([CH3:28])([CH3:27])[O:25][B:24]([C:29]2[CH:30]=[N:31][N:32]([CH2:34]CCO)[CH:33]=2)[O:23]1.CCN(C(C)C)C(C)C.F[P-](F)(F)(F)(F)F.N1(O[P+](N2CCCC2)(N2CCCC2)N2CCCC2)C2C=CC=CC=2N=N1. Product: [CH3:1][O:2][C:3]1[CH:4]=[C:5]([CH:15]=[CH:16][C:17]=1[N+:18]([O-:20])=[O:19])[CH2:6][CH:7]=[CH:8][CH2:9][PH:10](=[O:14])[O:11][CH2:12][CH2:13][CH2:34][N:32]1[CH:33]=[C:29]([B:24]2[O:25][C:26]([CH3:28])([CH3:27])[C:22]([CH3:38])([CH3:21])[O:23]2)[CH:30]=[N:31]1. The catalyst class is: 26. (9) Reactant: [Br:1][C:2]1[C:10]2[C:5](=[CH:6][CH:7]=[C:8]([C:11]([O:13][CH2:14][CH3:15])=[O:12])[CH:9]=2)[NH:4][N:3]=1.[H-].[Na+].[C:18](Cl)([C:31]1[CH:36]=[CH:35][CH:34]=[CH:33][CH:32]=1)([C:25]1[CH:30]=[CH:29][CH:28]=[CH:27][CH:26]=1)[C:19]1[CH:24]=[CH:23][CH:22]=[CH:21][CH:20]=1. Product: [Br:1][C:2]1[C:10]2[C:5](=[CH:6][CH:7]=[C:8]([C:11]([O:13][CH2:14][CH3:15])=[O:12])[CH:9]=2)[N:4]([C:18]([C:19]2[CH:24]=[CH:23][CH:22]=[CH:21][CH:20]=2)([C:31]2[CH:32]=[CH:33][CH:34]=[CH:35][CH:36]=2)[C:25]2[CH:26]=[CH:27][CH:28]=[CH:29][CH:30]=2)[N:3]=1. The catalyst class is: 1. (10) Reactant: [H-].[Na+].[C:3]([Si:7]([CH3:17])([CH3:16])[O:8][C:9]1[CH:10]=[C:11]([SH:15])[CH:12]=[CH:13][CH:14]=1)([CH3:6])([CH3:5])[CH3:4].[CH2:18]([O:20][C:21]([C@H:23]1[CH2:27][CH2:26][CH2:25][N:24]1[C:28](Cl)=[O:29])=[O:22])[CH3:19]. Product: [CH2:18]([O:20][C:21]([C@H:23]1[CH2:27][CH2:26][CH2:25][N:24]1[C:28]([S:15][C:11]1[CH:12]=[CH:13][CH:14]=[C:9]([O:8][Si:7]([C:3]([CH3:6])([CH3:5])[CH3:4])([CH3:17])[CH3:16])[CH:10]=1)=[O:29])=[O:22])[CH3:19]. The catalyst class is: 56.